This data is from Catalyst prediction with 721,799 reactions and 888 catalyst types from USPTO. The task is: Predict which catalyst facilitates the given reaction. (1) The catalyst class is: 2. Product: [Cl:1][C:2]1[C:3]([CH:21]([S:30]([C:33]2[CH:34]=[CH:35][C:36]([Cl:39])=[CH:37][CH:38]=2)(=[O:32])=[O:31])[C:22]2[CH:27]=[C:26]([F:28])[CH:25]=[CH:24][C:23]=2[F:29])=[CH:4][C:5]([N:8]([CH3:9])[CH2:10][CH2:11][NH:12][CH3:13])=[N:6][CH:7]=1. Reactant: [Cl:1][C:2]1[C:3]([CH:21]([S:30]([C:33]2[CH:38]=[CH:37][C:36]([Cl:39])=[CH:35][CH:34]=2)(=[O:32])=[O:31])[C:22]2[CH:27]=[C:26]([F:28])[CH:25]=[CH:24][C:23]=2[F:29])=[CH:4][C:5]([N:8]([CH2:10][CH2:11][N:12](C)[C:13](=O)OC(C)(C)C)[CH3:9])=[N:6][CH:7]=1.C1(OC)C=CC=CC=1.FC(F)(F)C(O)=O. (2) Reactant: [NH2:1][C:2]1[CH:32]=[CH:31][C:5]([C:6]([NH:8][C:9]2[CH:30]=[CH:29][C:12]3[N:13]([CH:16]([C:23]4[CH:28]=[CH:27][CH:26]=[CH:25][CH:24]=4)[CH2:17][C:18]([O:20]CC)=[O:19])[CH:14]=[N:15][C:11]=3[CH:10]=2)=[O:7])=[CH:4][CH:3]=1. Product: [NH2:1][C:2]1[CH:3]=[CH:4][C:5]([C:6]([NH:8][C:9]2[CH:30]=[CH:29][C:12]3[N:13]([CH:16]([C:23]4[CH:28]=[CH:27][CH:26]=[CH:25][CH:24]=4)[CH2:17][C:18]([OH:20])=[O:19])[CH:14]=[N:15][C:11]=3[CH:10]=2)=[O:7])=[CH:31][CH:32]=1. The catalyst class is: 33. (3) Reactant: [NH:1]1[CH2:5][CH2:4][C@@H:3]([NH:6][C:7](=[O:13])[O:8][C:9]([CH3:12])([CH3:11])[CH3:10])[CH2:2]1.F[C:15]1[CH:20]=[CH:19][C:18]([N+:21]([O-:23])=[O:22])=[CH:17][CH:16]=1.C(=O)([O-])[O-].[K+].[K+]. Product: [C:9]([O:8][C:7](=[O:13])[NH:6][C@@H:3]1[CH2:4][CH2:5][N:1]([C:15]2[CH:20]=[CH:19][C:18]([N+:21]([O-:23])=[O:22])=[CH:17][CH:16]=2)[CH2:2]1)([CH3:10])([CH3:12])[CH3:11]. The catalyst class is: 10. (4) Reactant: [CH3:1][NH:2][C:3]([C:5]1[C:9]2[CH:10]=[C:11](B3OC(C)(C)C(C)(C)O3)[C:12]([N:14]([CH3:19])[S:15]([CH3:18])(=[O:17])=[O:16])=[CH:13][C:8]=2[O:7][C:6]=1[C:29]1[S:33][C:32]([CH3:34])=[N:31][CH:30]=1)=[O:4].Cl[C:36]1[CH:45]=[CH:44][C:43]2[CH2:42][CH2:41][N:40]3[C:46]4[CH:47]=[CH:48][CH:49]=[C:50]([F:53])[C:51]=4[CH:52]=[C:39]3[C:38]=2[N:37]=1.C([O-])([O-])=O.[Na+].[Na+].C([O-])([O-])=O.[K+].[K+].CC(C1C=C(C(C)C)C(C2C=CC=CC=2P(C2CCCCC2)C2CCCCC2)=C(C(C)C)C=1)C. Product: [F:53][C:50]1[C:51]2[CH:52]=[C:39]3[C:38]4[N:37]=[C:36]([C:11]5[C:12]([N:14]([CH3:19])[S:15]([CH3:18])(=[O:17])=[O:16])=[CH:13][C:8]6[O:7][C:6]([C:29]7[S:33][C:32]([CH3:34])=[N:31][CH:30]=7)=[C:5]([C:3]([NH:2][CH3:1])=[O:4])[C:9]=6[CH:10]=5)[CH:45]=[CH:44][C:43]=4[CH2:42][CH2:41][N:40]3[C:46]=2[CH:47]=[CH:48][CH:49]=1. The catalyst class is: 333.